This data is from Forward reaction prediction with 1.9M reactions from USPTO patents (1976-2016). The task is: Predict the product of the given reaction. (1) Given the reactants Cl[C:2]1[N:3]=[CH:4][C:5]([O:32][CH3:33])=[C:6]2[C:10]([C:11](=[O:31])[C:12]([N:14]3[CH2:19][CH2:18][N:17]([C:20]4[N:24]([C:25]5[CH:30]=[CH:29][CH:28]=[CH:27][CH:26]=5)[N:23]=[N:22][N:21]=4)[CH2:16][CH2:15]3)=[O:13])=[CH:9][NH:8][C:7]=12.[O:34]1[CH2:38][CH2:37][O:36][CH:35]1[C:39]1[S:40][CH:41]=[C:42]([Sn](C)(C)C)[N:43]=1.N#N, predict the reaction product. The product is: [O:34]1[CH2:38][CH2:37][O:36][CH:35]1[C:39]1[S:40][CH:41]=[C:42]([C:2]2[N:3]=[CH:4][C:5]([O:32][CH3:33])=[C:6]3[C:10]([C:11](=[O:31])[C:12]([N:14]4[CH2:19][CH2:18][N:17]([C:20]5[N:24]([C:25]6[CH:30]=[CH:29][CH:28]=[CH:27][CH:26]=6)[N:23]=[N:22][N:21]=5)[CH2:16][CH2:15]4)=[O:13])=[CH:9][NH:8][C:7]=23)[N:43]=1. (2) Given the reactants [Br:1][C:2]1[C:3](Cl)=[N:4][CH:5]=[C:6]([CH:21]=1)[C:7]([NH:9][C:10]1[CH:15]=[CH:14][C:13]([O:16][C:17]([F:20])([F:19])[F:18])=[CH:12][CH:11]=1)=[O:8].[NH:23]1[CH2:26][CH:25]([C:27]([OH:30])([CH3:29])[CH3:28])[CH2:24]1, predict the reaction product. The product is: [Br:1][C:2]1[C:3]([N:23]2[CH2:26][CH:25]([C:27]([OH:30])([CH3:29])[CH3:28])[CH2:24]2)=[N:4][CH:5]=[C:6]([CH:21]=1)[C:7]([NH:9][C:10]1[CH:15]=[CH:14][C:13]([O:16][C:17]([F:20])([F:19])[F:18])=[CH:12][CH:11]=1)=[O:8]. (3) Given the reactants [Cl:1][C:2]1[CH:3]=[CH:4][C:5]2[C:6]3[N:14]=[CH:13][C:12]([C:15]4[N:19]([CH3:20])[N:18]=[N:17][C:16]=4[CH3:21])=[CH:11][C:7]=3[NH:8][C:9]=2[CH:10]=1.C1(P(C2C=CC=CC=2)C2C=CC=CC=2)C=CC=CC=1.[C:41]1([C@@H:47]([CH:49]2[CH2:54][CH2:53][O:52][CH2:51][CH2:50]2)O)[CH:46]=[CH:45][CH:44]=[CH:43][CH:42]=1.N(C(OC(C)(C)C)=O)=NC(OC(C)(C)C)=O, predict the reaction product. The product is: [Cl:1][C:2]1[CH:3]=[CH:4][C:5]2[C:6]3[N:14]=[CH:13][C:12]([C:15]4[N:19]([CH3:20])[N:18]=[N:17][C:16]=4[CH3:21])=[CH:11][C:7]=3[N:8]([C@H:47]([C:41]3[CH:46]=[CH:45][CH:44]=[CH:43][CH:42]=3)[CH:49]3[CH2:50][CH2:51][O:52][CH2:53][CH2:54]3)[C:9]=2[CH:10]=1. (4) Given the reactants [CH3:1][O:2][C:3]1[N:8]=[CH:7][C:6]([NH:9][C:10]2[N:15]=[C:14]([C:16]#[C:17][C:18]3[CH:23]=[CH:22][CH:21]=[CH:20][C:19]=3[C:24]3([C:27]([NH2:29])=[O:28])[CH2:26][CH2:25]3)[C:13]([C:30]([F:33])([F:32])[F:31])=[CH:12][N:11]=2)=[CH:5][CH:4]=1.CO, predict the reaction product. The product is: [CH3:1][O:2][C:3]1[N:8]=[CH:7][C:6]([NH:9][C:10]2[N:15]=[C:14]([CH2:16][CH2:17][C:18]3[CH:23]=[CH:22][CH:21]=[CH:20][C:19]=3[C:24]3([C:27]([NH2:29])=[O:28])[CH2:26][CH2:25]3)[C:13]([C:30]([F:32])([F:33])[F:31])=[CH:12][N:11]=2)=[CH:5][CH:4]=1. (5) Given the reactants [NH2:1][C:2]1[C:7]([O:8][CH2:9][CH:10]2[CH2:15][CH2:14][N:13]([C:16]3[N:21]=[C:20]([Cl:22])[N:19]=[C:18]([C:23]([O:25]C)=O)[CH:17]=3)[CH2:12][CH2:11]2)=[CH:6][C:5]([C:27]2[N:28]=[N:29][N:30]([CH3:32])[CH:31]=2)=[CH:4][N:3]=1.Cl.[CH2:34]([NH2:36])[CH3:35].CCN(CC)CC, predict the reaction product. The product is: [NH2:1][C:2]1[C:7]([O:8][CH2:9][CH:10]2[CH2:11][CH2:12][N:13]([C:16]3[N:21]=[C:20]([Cl:22])[N:19]=[C:18]([C:23]([NH:36][CH2:34][CH3:35])=[O:25])[CH:17]=3)[CH2:14][CH2:15]2)=[CH:6][C:5]([C:27]2[N:28]=[N:29][N:30]([CH3:32])[CH:31]=2)=[CH:4][N:3]=1.